The task is: Predict the product of the given reaction.. This data is from Forward reaction prediction with 1.9M reactions from USPTO patents (1976-2016). Given the reactants [NH2:1][C:2]1[CH:3]=[C:4]([N:16]2[CH2:21][CH2:20][N:19]([C:22]([C:24]3[CH:29]=[CH:28][CH:27]=[CH:26][CH:25]=3)=[O:23])[CH2:18][CH2:17]2)[CH:5]=[CH:6][C:7]=1[O:8][CH2:9][C:10]1[CH:15]=[CH:14][CH:13]=[CH:12][CH:11]=1.[C:30]1(B(O)O)[CH:35]=[CH:34][CH:33]=[CH:32][CH:31]=1.C(N(CC)CC)C, predict the reaction product. The product is: [CH2:9]([O:8][C:7]1[CH:6]=[CH:5][C:4]([N:16]2[CH2:21][CH2:20][N:19]([C:22]([C:24]3[CH:25]=[CH:26][CH:27]=[CH:28][CH:29]=3)=[O:23])[CH2:18][CH2:17]2)=[CH:3][C:2]=1[NH:1][C:30]1[CH:35]=[CH:34][CH:33]=[CH:32][CH:31]=1)[C:10]1[CH:11]=[CH:12][CH:13]=[CH:14][CH:15]=1.